This data is from Full USPTO retrosynthesis dataset with 1.9M reactions from patents (1976-2016). The task is: Predict the reactants needed to synthesize the given product. Given the product [CH3:21][N:8]([C:9]1[CH:14]=[CH:13][N:12]=[C:11]([C:15]2[CH:20]=[CH:19][CH:18]=[CH:17][CH:16]=2)[N:10]=1)[C:6]1[CH:5]=[CH:4][N:3]=[C:2]([NH:22][CH2:23][CH2:24][C:25]2[CH:30]=[CH:29][CH:28]=[CH:27][N:26]=2)[N:7]=1, predict the reactants needed to synthesize it. The reactants are: F[C:2]1[N:7]=[C:6]([N:8]([CH3:21])[C:9]2[CH:14]=[CH:13][N:12]=[C:11]([C:15]3[CH:20]=[CH:19][CH:18]=[CH:17][CH:16]=3)[N:10]=2)[CH:5]=[CH:4][N:3]=1.[NH2:22][CH2:23][CH2:24][C:25]1[CH:30]=[CH:29][CH:28]=[CH:27][N:26]=1.